This data is from Reaction yield outcomes from USPTO patents with 853,638 reactions. The task is: Predict the reaction yield, written as a fraction of the theoretical maximum amount of product (1.0 means a 100% yield; for example, 0.34 means a 34% yield). (1) The reactants are [OH:1][C:2]1[C:9]([OH:10])=[CH:8][CH:7]=[CH:6][C:3]=1[CH:4]=[O:5].[C:11]([O-])([O-])=O.[K+].[K+].IC. The catalyst is CN(C=O)C. The product is [OH:10][C:9]1[C:2]([O:1][CH3:11])=[C:3]([CH:6]=[CH:7][CH:8]=1)[CH:4]=[O:5]. The yield is 0.570. (2) The reactants are Br[C:2]1[CH:3]=[C:4]([N:8]2[C:16]3[CH2:15][CH2:14][N:13]([CH2:17][C:18]([OH:21])([CH3:20])[CH3:19])[CH2:12][C:11]=3[C:10]([C:22]([O:24][CH2:25][CH3:26])=[O:23])=[N:9]2)[CH:5]=[CH:6][CH:7]=1.[C:27]([C@:29]1([OH:36])[CH2:33][CH2:32][N:31]([CH3:34])[C:30]1=[O:35])#[CH:28]. No catalyst specified. The product is [OH:36][C@@:29]1([C:27]#[C:28][C:2]2[CH:3]=[C:4]([N:8]3[C:16]4[CH2:15][CH2:14][N:13]([CH2:17][C:18]([OH:21])([CH3:20])[CH3:19])[CH2:12][C:11]=4[C:10]([C:22]([O:24][CH2:25][CH3:26])=[O:23])=[N:9]3)[CH:5]=[CH:6][CH:7]=2)[CH2:33][CH2:32][N:31]([CH3:34])[C:30]1=[O:35]. The yield is 0.830. (3) The product is [C:14]([C:10]1[CH:11]=[C:12]2[C:7](=[CH:8][CH:9]=1)[NH:6][CH2:5][C@@H:4]([NH:3][C:16](=[O:25])[C@@H:17]([OH:18])[C:19]1[CH:24]=[CH:23][CH:22]=[CH:21][CH:20]=1)[CH2:13]2)#[N:15]. The reactants are Cl.Cl.[NH2:3][CH:4]1[CH2:13][C:12]2[C:7](=[CH:8][CH:9]=[C:10]([C:14]#[N:15])[CH:11]=2)[NH:6][CH2:5]1.[C:16](O)(=[O:25])[C@H:17]([C:19]1[CH:24]=[CH:23][CH:22]=[CH:21][CH:20]=1)[OH:18].CCN=C=NCCCN(C)C.C1C=CC2N(O)N=NC=2C=1.CN1CCOCC1. The catalyst is CN(C=O)C.CCOC(C)=O. The yield is 0.200. (4) The reactants are [CH:1]1([C:4]2[NH:8][N:7]=[C:6]([NH:9][C:10]3[C:15]([F:16])=[CH:14][C:13]([N+:17]([O-])=O)=[C:12]([NH:20][C@H:21]([C:23]4[CH:28]=[CH:27][C:26]([F:29])=[CH:25][N:24]=4)[CH3:22])[N:11]=3)[CH:5]=2)[CH2:3][CH2:2]1.[NH4+].[Cl-].[C:32](O)(=O)C.C(N)=N. The catalyst is CO.C1COCC1.[Zn]. The product is [CH:1]1([C:4]2[NH:8][N:7]=[C:6]([NH:9][C:10]3[N:11]=[C:12]4[N:20]([C@H:21]([C:23]5[CH:28]=[CH:27][C:26]([F:29])=[CH:25][N:24]=5)[CH3:22])[CH:32]=[N:17][C:13]4=[CH:14][C:15]=3[F:16])[CH:5]=2)[CH2:3][CH2:2]1. The yield is 0.300. (5) The reactants are [NH2:1][C@@H:2]1[C:8](=[O:9])[N:7]2[C@H:10]([C:14]([O:16][C:17]([CH3:20])([CH3:19])[CH3:18])=[O:15])[CH2:11][CH2:12][CH2:13][N:6]2[C:5](=[O:21])[CH2:4][CH2:3]1.CN(C=O)C.C(=O)([O-])[O-].[Na+].[Na+].[C:33](Cl)(=[O:42])[O:34][CH2:35][C:36]1[CH:41]=[CH:40][CH:39]=[CH:38][CH:37]=1. The catalyst is [Cl-].[Na+].O.O. The product is [C:17]([O:16][C:14]([C@H:10]1[N:7]2[C:8](=[O:9])[C@@H:2]([NH:1][C:33]([O:34][CH2:35][C:36]3[CH:41]=[CH:40][CH:39]=[CH:38][CH:37]=3)=[O:42])[CH2:3][CH2:4][C:5](=[O:21])[N:6]2[CH2:13][CH2:12][CH2:11]1)=[O:15])([CH3:18])([CH3:20])[CH3:19]. The yield is 0.995.